The task is: Predict the reaction yield, written as a fraction of the theoretical maximum amount of product (1.0 means a 100% yield; for example, 0.34 means a 34% yield).. This data is from Reaction yield outcomes from USPTO patents with 853,638 reactions. The reactants are Cl[C:2]1[N:7]=[C:6]([C:8]2[S:12][C:11]([N:13]3[CH2:18][C@H:17]([CH3:19])[O:16][C@H:15]([CH3:20])[CH2:14]3)=[N:10][C:9]=2[C:21]2[C:22]([F:39])=[C:23]([NH:27][S:28]([C:31]3[CH:36]=[C:35]([F:37])[CH:34]=[CH:33][C:32]=3[F:38])(=[O:30])=[O:29])[CH:24]=[CH:25][CH:26]=2)[CH:5]=[CH:4][N:3]=1.[NH4+:40].[OH-]. The catalyst is O1CCOCC1. The product is [NH2:40][C:2]1[N:7]=[C:6]([C:8]2[S:12][C:11]([N:13]3[CH2:18][C@H:17]([CH3:19])[O:16][C@H:15]([CH3:20])[CH2:14]3)=[N:10][C:9]=2[C:21]2[C:22]([F:39])=[C:23]([NH:27][S:28]([C:31]3[CH:36]=[C:35]([F:37])[CH:34]=[CH:33][C:32]=3[F:38])(=[O:30])=[O:29])[CH:24]=[CH:25][CH:26]=2)[CH:5]=[CH:4][N:3]=1. The yield is 0.750.